This data is from Peptide-MHC class I binding affinity with 185,985 pairs from IEDB/IMGT. The task is: Regression. Given a peptide amino acid sequence and an MHC pseudo amino acid sequence, predict their binding affinity value. This is MHC class I binding data. (1) The peptide sequence is KFVDILPNF. The MHC is HLA-A24:02 with pseudo-sequence HLA-A24:02. The binding affinity (normalized) is 0.561. (2) The peptide sequence is AQFAPSASA. The MHC is HLA-A02:03 with pseudo-sequence HLA-A02:03. The binding affinity (normalized) is 0.538. (3) The peptide sequence is TIAVSVYGA. The MHC is HLA-A02:02 with pseudo-sequence HLA-A02:02. The binding affinity (normalized) is 0.701. (4) The peptide sequence is SVPEPAAGI. The MHC is HLA-A26:01 with pseudo-sequence HLA-A26:01. The binding affinity (normalized) is 0.0847. (5) The peptide sequence is SMDLNTQPV. The MHC is H-2-Kb with pseudo-sequence H-2-Kb. The binding affinity (normalized) is 0.318. (6) The peptide sequence is YIWIKNLET. The MHC is HLA-A02:03 with pseudo-sequence HLA-A02:03. The binding affinity (normalized) is 0.346. (7) The peptide sequence is RHYKRWPFY. The MHC is HLA-A02:01 with pseudo-sequence HLA-A02:01. The binding affinity (normalized) is 0.0847.